Dataset: Full USPTO retrosynthesis dataset with 1.9M reactions from patents (1976-2016). Task: Predict the reactants needed to synthesize the given product. (1) Given the product [NH2:23][C@@H:24]([CH:27]1[CH2:35][C:34]2[C:29](=[CH:30][CH:31]=[CH:32][CH:33]=2)[CH2:28]1)[CH2:25][OH:26], predict the reactants needed to synthesize it. The reactants are: N1CCCCC1.C1C2C(COC(=O)[NH:23][C@@H:24]([CH:27]3[CH2:35][C:34]4[C:29](=[CH:30][CH:31]=[CH:32][CH:33]=4)[CH2:28]3)[CH2:25][OH:26])C3C(=CC=CC=3)C=2C=CC=1. (2) Given the product [F:1][C:2]1[CH:7]=[CH:6][C:5]([CH2:8][C:9]2[C:10]([N:16]3[CH2:22][C:21]4[CH:23]=[C:24]([C:27]5[CH:28]=[CH:29][C:30]6[N:34]=[C:33]([NH2:35])[NH:32][C:31]=6[CH:40]=5)[CH:25]=[CH:26][C:20]=4[O:19][CH2:18][CH2:17]3)=[N:11][CH:12]=[N:13][C:14]=2[CH3:15])=[CH:4][CH:3]=1, predict the reactants needed to synthesize it. The reactants are: [F:1][C:2]1[CH:7]=[CH:6][C:5]([CH2:8][C:9]2[C:10]([N:16]3[CH2:22][C:21]4[CH:23]=[C:24]([C:27]5[CH:28]=[CH:29][C:30]6[N:34]=[C:33]([NH:35]C(=O)OC)[NH:32][C:31]=6[CH:40]=5)[CH:25]=[CH:26][C:20]=4[O:19][CH2:18][CH2:17]3)=[N:11][CH:12]=[N:13][C:14]=2[CH3:15])=[CH:4][CH:3]=1.Cl. (3) Given the product [CH2:1]([C:5]1[N:9]([C:10]2[CH:11]=[CH:12][CH:13]=[CH:14][CH:15]=2)[N:8]=[C:7]([CH2:16][OH:17])[C:6]=1[C:21]1[CH:26]=[CH:25][C:24]([C:27]([NH:28][S:29]([C:32]2[CH:41]=[CH:40][C:39]3[C:34](=[CH:35][CH:36]=[CH:37][CH:38]=3)[CH:33]=2)(=[O:30])=[O:31])=[O:42])=[CH:23][C:22]=1[C:43]([N:45]1[CH2:54][CH2:53][C:52]2[C:47](=[CH:48][CH:49]=[CH:50][CH:51]=2)[CH2:46]1)=[O:44])[CH2:2][CH2:3][CH3:4], predict the reactants needed to synthesize it. The reactants are: [CH2:1]([C:5]1[N:9]([C:10]2[CH:15]=[CH:14][CH:13]=[CH:12][CH:11]=2)[N:8]=[C:7]([C:16](OCC)=[O:17])[C:6]=1[C:21]1[CH:26]=[CH:25][C:24]([C:27](=[O:42])[NH:28][S:29]([C:32]2[CH:41]=[CH:40][C:39]3[C:34](=[CH:35][CH:36]=[CH:37][CH:38]=3)[CH:33]=2)(=[O:31])=[O:30])=[CH:23][C:22]=1[C:43]([N:45]1[CH2:54][CH2:53][C:52]2[C:47](=[CH:48][CH:49]=[CH:50][CH:51]=2)[CH2:46]1)=[O:44])[CH2:2][CH2:3][CH3:4].[BH4-].[Li+]. (4) Given the product [CH2:1]([CH:8]1[CH2:12][O:11][C:10](=[O:13])[N:9]1[C:14](=[O:37])[CH:15]([C:20]1[CH:21]=[C:22]([C:27]2[CH:28]=[CH:29][C:30]([C:33]([F:34])([F:36])[F:35])=[CH:31][CH:32]=2)[CH:23]=[C:24]([O:26][CH2:39][C:40]2[CH:45]=[C:44]([F:46])[CH:43]=[C:42]([F:47])[CH:41]=2)[CH:25]=1)[CH2:16][CH:17]([CH3:19])[CH3:18])[C:2]1[CH:7]=[CH:6][CH:5]=[CH:4][CH:3]=1, predict the reactants needed to synthesize it. The reactants are: [CH2:1]([CH:8]1[CH2:12][O:11][C:10](=[O:13])[N:9]1[C:14](=[O:37])[CH:15]([C:20]1[CH:21]=[C:22]([C:27]2[CH:32]=[CH:31][C:30]([C:33]([F:36])([F:35])[F:34])=[CH:29][CH:28]=2)[CH:23]=[C:24]([OH:26])[CH:25]=1)[CH2:16][CH:17]([CH3:19])[CH3:18])[C:2]1[CH:7]=[CH:6][CH:5]=[CH:4][CH:3]=1.Br[CH2:39][C:40]1[CH:45]=[C:44]([F:46])[CH:43]=[C:42]([F:47])[CH:41]=1.C([O-])([O-])=O.[Cs+].[Cs+]. (5) Given the product [Cl:8][C:6]1[N:5]=[N:4][C:3]([C:9]([O:11][CH2:12][CH3:13])=[O:10])=[C:2]([NH:23][C:21]2[CH:20]=[CH:19][CH:18]=[C:17]([CH:14]3[CH2:16][CH2:15]3)[N:22]=2)[CH:7]=1, predict the reactants needed to synthesize it. The reactants are: Cl[C:2]1[CH:7]=[C:6]([Cl:8])[N:5]=[N:4][C:3]=1[C:9]([O:11][CH2:12][CH3:13])=[O:10].[CH:14]1([C:17]2[N:22]=[C:21]([NH2:23])[CH:20]=[CH:19][CH:18]=2)[CH2:16][CH2:15]1. (6) Given the product [Br:1][C:2]1[C:3]([CH3:11])=[C:4]([CH2:5][OH:6])[CH:8]=[CH:9][CH:10]=1, predict the reactants needed to synthesize it. The reactants are: [Br:1][C:2]1[C:3]([CH3:11])=[C:4]([CH:8]=[CH:9][CH:10]=1)[C:5](O)=[O:6].CO. (7) The reactants are: [CH3:1][O:2][C:3]1[CH:4]=[C:5]2[C:10](=[CH:11][C:12]=1[O:13][CH3:14])[N:9]=[CH:8][N:7]=[C:6]2[O:15][C:16]1[CH:22]=[CH:21][C:19]([NH2:20])=[CH:18][CH:17]=1.[C:23]1(C)C=CC=CC=1.C(N(CC)CC)C.ClC(Cl)(O[C:41](=[O:47])[O:42][C:43](Cl)(Cl)Cl)Cl.[F:49][C:50]([F:62])([F:61])[O:51][C:52]1[CH:60]=[CH:59][C:55](C(O)C)=[CH:54][CH:53]=1. Given the product [CH3:1][O:2][C:3]1[CH:4]=[C:5]2[C:10](=[CH:11][C:12]=1[O:13][CH3:14])[N:9]=[CH:8][N:7]=[C:6]2[O:15][C:16]1[CH:22]=[CH:21][C:19]([NH:20][C:41](=[O:47])[O:42][CH:43]([C:59]2[CH:55]=[CH:54][CH:53]=[C:52]([O:51][C:50]([F:49])([F:61])[F:62])[CH:60]=2)[CH3:23])=[CH:18][CH:17]=1, predict the reactants needed to synthesize it. (8) Given the product [Cl:15][C:16]1[CH:17]=[CH:18][C:19]([C:22]2[O:26][N:25]=[C:24]([C:27]([N:10]3[CH2:9][C@H:8]([CH2:11][S:12][CH3:13])[NH:7][C:6](=[O:14])[C@@H:5]3[CH2:1][CH:2]([CH3:4])[CH3:3])=[O:28])[CH:23]=2)=[CH:20][CH:21]=1, predict the reactants needed to synthesize it. The reactants are: [CH2:1]([C@@H:5]1[NH:10][CH2:9][C@H:8]([CH2:11][S:12][CH3:13])[NH:7][C:6]1=[O:14])[CH:2]([CH3:4])[CH3:3].[Cl:15][C:16]1[CH:21]=[CH:20][C:19]([C:22]2[O:26][N:25]=[C:24]([C:27](O)=[O:28])[CH:23]=2)=[CH:18][CH:17]=1.C([C@@H]1N(C(=O)/C=C/C2C=CC=CC=2)C[C@H](CC(C)C)NC1=O)C(C)C. (9) Given the product [CH2:27]([C:24]1([C:34]2[CH:35]=[CH:36][C:37]([NH:40][C:41](=[O:43])[CH3:42])=[CH:38][CH:39]=2)[CH2:25][CH2:26][NH:22][CH2:23]1)[C:28]1[CH:33]=[CH:32][CH:31]=[CH:30][CH:29]=1, predict the reactants needed to synthesize it. The reactants are: ClC(OC(Cl)C)=O.C(N(CC)CC)C.C([N:22]1[CH2:26][CH2:25][C:24]([C:34]2[CH:39]=[CH:38][C:37]([NH:40][C:41](=[O:43])[CH3:42])=[CH:36][CH:35]=2)([CH2:27][C:28]2[CH:33]=[CH:32][CH:31]=[CH:30][CH:29]=2)[CH2:23]1)C1C=CC=CC=1. (10) Given the product [C:1]([O:5][C:6]([NH:8][C@@H:9]1[C:23](=[O:24])[N:22]2[CH2:25][C@H:26]([O:28][C:41]([N:43]3[CH2:44][C:67]4[C:46](=[CH:63][CH:64]=[CH:60][C:59]=4[F:58])[CH2:47]3)=[O:42])[CH2:27][C@H:21]2[C:20](=[O:29])[NH:19][C@:18]2([C:31]([O:33][CH2:34][CH3:35])=[O:32])[CH2:30][C@H:17]2[CH:16]=[CH:15][CH2:14][CH2:13][O:12][CH2:11][CH2:10]1)=[O:7])([CH3:4])([CH3:3])[CH3:2], predict the reactants needed to synthesize it. The reactants are: [C:1]([O:5][C:6]([NH:8][C@@H:9]1[C:23](=[O:24])[N:22]2[CH2:25][C@H:26]([OH:28])[CH2:27][C@H:21]2[C:20](=[O:29])[NH:19][C@:18]2([C:31]([O:33][CH2:34][CH3:35])=[O:32])[CH2:30][C@H:17]2[CH:16]=[CH:15][CH2:14][CH2:13][O:12][CH2:11][CH2:10]1)=[O:7])([CH3:4])([CH3:3])[CH3:2].N1([C:41]([N:43]2[CH:47]=[CH:46]N=[CH:44]2)=[O:42])C=CN=C1.C(N(C(C)C)C(C)C)C.Cl.[F:58][C:59]1[CH:67]=CC=[C:64]2[C:60]=1CN[CH2:63]2.